Predict the reactants needed to synthesize the given product. From a dataset of Full USPTO retrosynthesis dataset with 1.9M reactions from patents (1976-2016). (1) The reactants are: [CH3:1][C:2]1([CH2:17][C:18]([O:20][CH3:21])=[O:19])[CH2:7][CH2:6][N:5]([C:8]2[CH:13]=[CH:12][C:11]([N+:14]([O-])=O)=[CH:10][N:9]=2)[CH2:4][CH2:3]1.N(C(=O)C(NC1C=CC(N2CCC(CC(OC)=O)CC2)=NC=1)=O)N. Given the product [NH2:14][C:11]1[CH:12]=[CH:13][C:8]([N:5]2[CH2:6][CH2:7][C:2]([CH2:17][C:18]([O:20][CH3:21])=[O:19])([CH3:1])[CH2:3][CH2:4]2)=[N:9][CH:10]=1, predict the reactants needed to synthesize it. (2) The reactants are: C([O:9][CH2:10][C:11]1[CH:16]=[C:15]([CH2:17][NH:18][C:19]2[CH:20]=[C:21]([C:26]3[CH:31]=[CH:30][C:29]([C:32](=[O:35])[CH2:33][CH3:34])=[CH:28][C:27]=3[CH3:36])[C:22]([CH3:25])=[CH:23][CH:24]=2)[CH:14]=[CH:13][C:12]=1[CH2:37][O:38]C(=O)C1C=CC=CC=1)(=O)C1C=CC=CC=1. Given the product [OH:9][CH2:10][C:11]1[CH:16]=[C:15]([CH:14]=[CH:13][C:12]=1[CH2:37][OH:38])[CH2:17][NH:18][C:19]1[CH:24]=[CH:23][C:22]([CH3:25])=[C:21]([C:26]2[CH:31]=[CH:30][C:29]([C:32](=[O:35])[CH2:33][CH3:34])=[CH:28][C:27]=2[CH3:36])[CH:20]=1, predict the reactants needed to synthesize it. (3) Given the product [CH3:1][N:2]1[C:6]([CH3:7])=[C:5]([C:8]#[N:13])[C:4](=[O:10])[N:3]1[CH3:11], predict the reactants needed to synthesize it. The reactants are: [CH3:1][N:2]1[C:6]([CH3:7])=[C:5]([CH:8]=O)[C:4](=[O:10])[N:3]1[CH3:11].Cl.[NH2:13]O. (4) The reactants are: [CH3:1][O:2][C:3](=[O:11])[C:4]1[CH:9]=[C:8]([OH:10])[CH:7]=[N:6][CH:5]=1.O1CCCC1.O.C(=O)([O-])[O-].[Na+].[Na+].[I:24]I. Given the product [OH:10][C:8]1[C:7]([I:24])=[N:6][CH:5]=[C:4]([CH:9]=1)[C:3]([O:2][CH3:1])=[O:11], predict the reactants needed to synthesize it. (5) Given the product [F:25][C:16]1[C:15]([F:14])=[CH:20][CH:19]=[C:18]([N+:21]([O-:23])=[O:22])[C:5]=1[CH2:4][C:3]([OH:11])=[O:10], predict the reactants needed to synthesize it. The reactants are: [H-].[Na+].[C:3]([O:11]CC)(=[O:10])[CH2:4][C:5](OCC)=O.[F:14][C:15]1[CH:20]=[CH:19][C:18]([N+:21]([O-:23])=[O:22])=C(F)[C:16]=1[F:25]. (6) Given the product [CH2:1]([NH:9][CH:10]([C:15]1[CH:20]=[CH:19][CH:18]=[CH:17][CH:16]=1)[C:11]([O:13][CH3:14])=[O:12])[C:2]1[CH:7]=[CH:6][CH:5]=[CH:4][CH:3]=1, predict the reactants needed to synthesize it. The reactants are: [CH:1](=O)[C:2]1[CH:7]=[CH:6][CH:5]=[CH:4][CH:3]=1.[NH2:9][CH:10]([C:15]1[CH:20]=[CH:19][CH:18]=[CH:17][CH:16]=1)[C:11]([O:13][CH3:14])=[O:12].C(O[BH-](OC(=O)C)OC(=O)C)(=O)C.[Na+].C(=O)(O)[O-].[Na+]. (7) Given the product [C:1]([O:5][C:6](=[O:19])[NH:7][C:8]1[CH:13]=[C:12]([N:14]([CH3:16])[CH3:15])[C:11]([Cl:17])=[CH:10][C:9]=1[NH:18][C:25](=[O:24])[CH2:26][C:27]([C:29]1[CH:34]=[CH:33][CH:32]=[C:31]([C:35]2[O:39][N:38]=[C:37]([CH2:40][O:41][CH3:42])[CH:36]=2)[CH:30]=1)=[O:28])([CH3:4])([CH3:2])[CH3:3], predict the reactants needed to synthesize it. The reactants are: [C:1]([O:5][C:6](=[O:19])[NH:7][C:8]1[CH:13]=[C:12]([N:14]([CH3:16])[CH3:15])[C:11]([Cl:17])=[CH:10][C:9]=1[NH2:18])([CH3:4])([CH3:3])[CH3:2].C([O:24][C:25](=O)[CH2:26][C:27]([C:29]1[CH:34]=[CH:33][CH:32]=[C:31]([C:35]2[O:39][N:38]=[C:37]([CH2:40][O:41][CH3:42])[CH:36]=2)[CH:30]=1)=[O:28])(C)(C)C. (8) Given the product [CH2:35]([O:42][C:43]([NH:45][C@H:46]([C:50]1[CH:55]=[CH:54][CH:53]=[CH:52][CH:51]=1)[C:47]([O:9][C@@H:3]1[CH:4]2[CH2:7][CH2:8][N:1]([CH2:6][CH2:5]2)[CH2:2]1)=[O:48])=[O:44])[C:36]1[CH:37]=[CH:38][CH:39]=[CH:40][CH:41]=1, predict the reactants needed to synthesize it. The reactants are: [N:1]12[CH2:8][CH2:7][CH:4]([CH2:5][CH2:6]1)[C@@H:3]([OH:9])[CH2:2]2.C(=NC1CCCCC1)=NC1CCCCC1.N1(O)C2C=CC=CC=2N=N1.[CH2:35]([O:42][C:43]([NH:45][C@H:46]([C:50]1[CH:55]=[CH:54][CH:53]=[CH:52][CH:51]=1)[C:47](O)=[O:48])=[O:44])[C:36]1[CH:41]=[CH:40][CH:39]=[CH:38][CH:37]=1. (9) The reactants are: [CH3:1][O:2][C:3]1[CH:4]=[C:5]2[C:10](=[CH:11][C:12]=1[O:13][CH3:14])[N:9]=[CH:8][CH:7]=[C:6]2[O:15][C:16]1[CH:22]=[CH:21][C:19]([NH2:20])=[C:18]([F:23])[CH:17]=1.C(N(CC)CC)C.ClC(Cl)(O[C:35](=[O:41])OC(Cl)(Cl)Cl)Cl.[S:43]1[CH:47]=[CH:46][N:45]=[C:44]1[C@H:48]([NH2:50])[CH3:49]. Given the product [CH3:1][O:2][C:3]1[CH:4]=[C:5]2[C:10](=[CH:11][C:12]=1[O:13][CH3:14])[N:9]=[CH:8][CH:7]=[C:6]2[O:15][C:16]1[CH:22]=[CH:21][C:19]([NH:20][C:35]([NH:50][C@@H:48]([C:44]2[S:43][CH:47]=[CH:46][N:45]=2)[CH3:49])=[O:41])=[C:18]([F:23])[CH:17]=1, predict the reactants needed to synthesize it.